Dataset: NCI-60 drug combinations with 297,098 pairs across 59 cell lines. Task: Regression. Given two drug SMILES strings and cell line genomic features, predict the synergy score measuring deviation from expected non-interaction effect. (1) Drug 1: C1=CN(C=N1)CC(O)(P(=O)(O)O)P(=O)(O)O. Drug 2: C1CNP(=O)(OC1)N(CCCl)CCCl. Cell line: SK-MEL-28. Synergy scores: CSS=0.817, Synergy_ZIP=-1.95, Synergy_Bliss=-3.44, Synergy_Loewe=-7.72, Synergy_HSA=-4.10. (2) Drug 1: CCC1=CC2CC(C3=C(CN(C2)C1)C4=CC=CC=C4N3)(C5=C(C=C6C(=C5)C78CCN9C7C(C=CC9)(C(C(C8N6C)(C(=O)OC)O)OC(=O)C)CC)OC)C(=O)OC.C(C(C(=O)O)O)(C(=O)O)O. Drug 2: CS(=O)(=O)OCCCCOS(=O)(=O)C. Cell line: RPMI-8226. Synergy scores: CSS=32.8, Synergy_ZIP=-2.78, Synergy_Bliss=1.45, Synergy_Loewe=-16.6, Synergy_HSA=-1.42. (3) Drug 1: CN(C)N=NC1=C(NC=N1)C(=O)N. Drug 2: CC1=C(C(=O)C2=C(C1=O)N3CC4C(C3(C2COC(=O)N)OC)N4)N. Cell line: SF-268. Synergy scores: CSS=35.6, Synergy_ZIP=21.1, Synergy_Bliss=23.8, Synergy_Loewe=8.00, Synergy_HSA=18.6. (4) Drug 2: CC1C(C(CC(O1)OC2CC(CC3=C2C(=C4C(=C3O)C(=O)C5=CC=CC=C5C4=O)O)(C(=O)C)O)N)O. Drug 1: C1=NC(=NC(=O)N1C2C(C(C(O2)CO)O)O)N. Cell line: K-562. Synergy scores: CSS=49.4, Synergy_ZIP=-11.8, Synergy_Bliss=-12.3, Synergy_Loewe=-7.43, Synergy_HSA=-6.14. (5) Drug 1: C1=CC(=C2C(=C1NCCNCCO)C(=O)C3=C(C=CC(=C3C2=O)O)O)NCCNCCO. Drug 2: CC1=CC=C(C=C1)C2=CC(=NN2C3=CC=C(C=C3)S(=O)(=O)N)C(F)(F)F. Cell line: SF-295. Synergy scores: CSS=66.2, Synergy_ZIP=3.31, Synergy_Bliss=2.08, Synergy_Loewe=-45.1, Synergy_HSA=3.20. (6) Drug 1: CC1=C(N=C(N=C1N)C(CC(=O)N)NCC(C(=O)N)N)C(=O)NC(C(C2=CN=CN2)OC3C(C(C(C(O3)CO)O)O)OC4C(C(C(C(O4)CO)O)OC(=O)N)O)C(=O)NC(C)C(C(C)C(=O)NC(C(C)O)C(=O)NCCC5=NC(=CS5)C6=NC(=CS6)C(=O)NCCC[S+](C)C)O. Drug 2: C1CN(P(=O)(OC1)NCCCl)CCCl. Cell line: UACC62. Synergy scores: CSS=26.5, Synergy_ZIP=-9.55, Synergy_Bliss=-0.693, Synergy_Loewe=-42.5, Synergy_HSA=-0.906. (7) Drug 1: CC1C(C(CC(O1)OC2CC(CC3=C2C(=C4C(=C3O)C(=O)C5=C(C4=O)C(=CC=C5)OC)O)(C(=O)CO)O)N)O.Cl. Drug 2: C1C(C(OC1N2C=NC3=C2NC=NCC3O)CO)O. Cell line: COLO 205. Synergy scores: CSS=13.2, Synergy_ZIP=0.575, Synergy_Bliss=1.94, Synergy_Loewe=8.20, Synergy_HSA=1.53.